This data is from NCI-60 drug combinations with 297,098 pairs across 59 cell lines. The task is: Regression. Given two drug SMILES strings and cell line genomic features, predict the synergy score measuring deviation from expected non-interaction effect. (1) Drug 1: COC1=C(C=C2C(=C1)N=CN=C2NC3=CC(=C(C=C3)F)Cl)OCCCN4CCOCC4. Drug 2: C1CCC(CC1)NC(=O)N(CCCl)N=O. Cell line: MCF7. Synergy scores: CSS=10.5, Synergy_ZIP=-5.90, Synergy_Bliss=-2.67, Synergy_Loewe=-3.01, Synergy_HSA=-2.12. (2) Drug 1: C1CCC(C(C1)N)N.C(=O)(C(=O)[O-])[O-].[Pt+4]. Drug 2: C1C(C(OC1N2C=NC3=C2NC=NCC3O)CO)O. Cell line: NCI/ADR-RES. Synergy scores: CSS=22.9, Synergy_ZIP=-2.87, Synergy_Bliss=-0.0825, Synergy_Loewe=-4.46, Synergy_HSA=1.10. (3) Drug 1: COC1=C(C=C2C(=C1)N=CN=C2NC3=CC(=C(C=C3)F)Cl)OCCCN4CCOCC4. Drug 2: CCCCCOC(=O)NC1=NC(=O)N(C=C1F)C2C(C(C(O2)C)O)O. Cell line: CCRF-CEM. Synergy scores: CSS=7.55, Synergy_ZIP=-3.69, Synergy_Bliss=-4.18, Synergy_Loewe=-4.55, Synergy_HSA=-2.65. (4) Drug 1: CN(CC1=CN=C2C(=N1)C(=NC(=N2)N)N)C3=CC=C(C=C3)C(=O)NC(CCC(=O)O)C(=O)O. Drug 2: C1CN(CCN1C(=O)CCBr)C(=O)CCBr. Cell line: SNB-19. Synergy scores: CSS=44.1, Synergy_ZIP=-2.48, Synergy_Bliss=1.61, Synergy_Loewe=-11.4, Synergy_HSA=1.80. (5) Drug 1: C1=CC(=CC=C1CC(C(=O)O)N)N(CCCl)CCCl.Cl. Drug 2: CC1CCC2CC(C(=CC=CC=CC(CC(C(=O)C(C(C(=CC(C(=O)CC(OC(=O)C3CCCCN3C(=O)C(=O)C1(O2)O)C(C)CC4CCC(C(C4)OC)O)C)C)O)OC)C)C)C)OC. Cell line: MDA-MB-435. Synergy scores: CSS=-0.252, Synergy_ZIP=-1.88, Synergy_Bliss=-4.11, Synergy_Loewe=-23.6, Synergy_HSA=-9.52. (6) Drug 1: CC1=C2C(C(=O)C3(C(CC4C(C3C(C(C2(C)C)(CC1OC(=O)C(C(C5=CC=CC=C5)NC(=O)OC(C)(C)C)O)O)OC(=O)C6=CC=CC=C6)(CO4)OC(=O)C)OC)C)OC. Drug 2: CC12CCC3C(C1CCC2O)C(CC4=C3C=CC(=C4)O)CCCCCCCCCS(=O)CCCC(C(F)(F)F)(F)F. Cell line: T-47D. Synergy scores: CSS=39.7, Synergy_ZIP=-2.85, Synergy_Bliss=-3.59, Synergy_Loewe=1.51, Synergy_HSA=5.69. (7) Drug 1: CC1C(C(CC(O1)OC2CC(CC3=C2C(=C4C(=C3O)C(=O)C5=C(C4=O)C(=CC=C5)OC)O)(C(=O)CO)O)N)O.Cl. Drug 2: C1C(C(OC1N2C=NC(=NC2=O)N)CO)O. Cell line: NCI-H226. Synergy scores: CSS=1.59, Synergy_ZIP=-1.24, Synergy_Bliss=-2.46, Synergy_Loewe=-1.87, Synergy_HSA=-2.29.